From a dataset of Full USPTO retrosynthesis dataset with 1.9M reactions from patents (1976-2016). Predict the reactants needed to synthesize the given product. (1) Given the product [Cl:1][C:2]1[CH:3]=[C:4]([S:11](=[O:12])(=[O:13])[NH2:14])[CH:5]=[CH:6][C:7]=1[NH:8][C:9]([N:20]1[CH2:21][CH2:22][CH:17]([O:16][CH3:15])[CH2:18][CH2:19]1)=[O:10], predict the reactants needed to synthesize it. The reactants are: [Cl:1][C:2]1[CH:3]=[C:4]([S:11]([NH2:14])(=[O:13])=[O:12])[CH:5]=[CH:6][C:7]=1[N:8]=[C:9]=[O:10].[CH3:15][O:16][CH:17]1[CH2:22][CH2:21][NH:20][CH2:19][CH2:18]1.CO. (2) Given the product [CH3:12][O:13][C:14]([C:15]1[S:16][C:8]2[CH:9]=[C:2]([Br:1])[CH:3]=[C:4]([F:11])[C:5]=2[CH:6]=1)=[O:17], predict the reactants needed to synthesize it. The reactants are: [Br:1][C:2]1[CH:9]=[C:8](F)[C:5]([CH:6]=O)=[C:4]([F:11])[CH:3]=1.[CH3:12][O:13][C:14](=[O:17])[CH2:15][SH:16].